This data is from Full USPTO retrosynthesis dataset with 1.9M reactions from patents (1976-2016). The task is: Predict the reactants needed to synthesize the given product. (1) Given the product [N+:8]([CH2:11][C:12]1([CH2:18][CH2:19][NH:20][S:22]([CH3:21])(=[O:24])=[O:23])[CH2:17][CH2:16][CH2:15][CH2:14][CH2:13]1)([O-:10])=[O:9], predict the reactants needed to synthesize it. The reactants are: C(N(CC)CC)C.[N+:8]([CH2:11][C:12]1([CH2:18][CH2:19][NH2:20])[CH2:17][CH2:16][CH2:15][CH2:14][CH2:13]1)([O-:10])=[O:9].[CH3:21][S:22](Cl)(=[O:24])=[O:23]. (2) Given the product [F:7][C:8]([F:25])([F:24])[C:9]1[N:10]=[C:11]([CH:22]=[N:27][OH:28])[N:12]([CH2:14][O:15][CH2:16][CH2:17][Si:18]([CH3:21])([CH3:20])[CH3:19])[CH:13]=1, predict the reactants needed to synthesize it. The reactants are: C([O-])([O-])=O.[Na+].[Na+].[F:7][C:8]([F:25])([F:24])[C:9]1[N:10]=[C:11]([CH:22]=O)[N:12]([CH2:14][O:15][CH2:16][CH2:17][Si:18]([CH3:21])([CH3:20])[CH3:19])[CH:13]=1.Cl.[NH2:27][OH:28]. (3) Given the product [Cl:1][C:2]1[CH:3]=[C:4]2[C:10]([C:11]3[N:16]=[C:15]([NH:17][C@H:18]4[CH2:23][CH2:22][CH2:21][C@@H:20]([NH:24][CH2:41][CH:39]([OH:40])[CH2:38][O:37][CH3:36])[CH2:19]4)[C:14]([F:25])=[CH:13][N:12]=3)=[CH:9][NH:8][C:5]2=[N:6][CH:7]=1, predict the reactants needed to synthesize it. The reactants are: [Cl:1][C:2]1[CH:3]=[C:4]2[C:10]([C:11]3[N:16]=[C:15]([NH:17][C@H:18]4[CH2:23][CH2:22][CH2:21][C@@H:20]([NH2:24])[CH2:19]4)[C:14]([F:25])=[CH:13][N:12]=3)=[CH:9][N:8](S(C3C=CC(C)=CC=3)(=O)=O)[C:5]2=[N:6][CH:7]=1.[CH3:36][O:37][CH2:38][CH:39]1[CH2:41][O:40]1.[Li+].[OH-].